Dataset: Full USPTO retrosynthesis dataset with 1.9M reactions from patents (1976-2016). Task: Predict the reactants needed to synthesize the given product. (1) Given the product [CH:1]1([CH2:4][O:5][C:6]2[CH:21]=[CH:20][C:9]3[CH:10]=[C:11]([C@H:13]4[CH2:18][CH2:17][C@H:16]([O:19][CH2:23][C:24]([N:26]5[CH2:31][CH2:30][O:29][CH2:28][CH2:27]5)=[O:25])[CH2:15][CH2:14]4)[O:12][C:8]=3[CH:7]=2)[CH2:2][CH2:3]1, predict the reactants needed to synthesize it. The reactants are: [CH:1]1([CH2:4][O:5][C:6]2[CH:21]=[CH:20][C:9]3[CH:10]=[C:11]([C@H:13]4[CH2:18][CH2:17][C@H:16]([OH:19])[CH2:15][CH2:14]4)[O:12][C:8]=3[CH:7]=2)[CH2:3][CH2:2]1.Cl[CH2:23][C:24]([N:26]1[CH2:31][CH2:30][O:29][CH2:28][CH2:27]1)=[O:25].C(O[K])(C)(C)C. (2) Given the product [F:1][C:2]1[CH:8]=[C:7]([F:9])[CH:6]=[CH:5][C:3]=1[NH:4][C:17](=[O:18])[O:19][C:20]1[CH:25]=[CH:24][CH:23]=[CH:22][CH:21]=1, predict the reactants needed to synthesize it. The reactants are: [F:1][C:2]1[CH:8]=[C:7]([F:9])[CH:6]=[CH:5][C:3]=1[NH2:4].N1C=CC=CC=1.Cl[C:17]([O:19][C:20]1[CH:25]=[CH:24][CH:23]=[CH:22][CH:21]=1)=[O:18].O. (3) The reactants are: [C:1]1([CH:7]2[CH2:12][CH2:11][N:10]([CH2:13][C:14]3[S:18][C:17]([NH:19]C(=O)OC(C)(C)C)=[N:16][CH:15]=3)[CH2:9][CH2:8]2)[CH:6]=[CH:5][CH:4]=[CH:3][CH:2]=1.[H-].[H-].[H-].[H-].[Li+].[Al+3].[CH2:33]1COCC1. Given the product [CH3:33][C:15]1[N:16]=[C:17]([NH2:19])[S:18][C:14]=1[CH2:13][N:10]1[CH2:9][CH2:8][CH:7]([C:1]2[CH:2]=[CH:3][CH:4]=[CH:5][CH:6]=2)[CH2:12][CH2:11]1, predict the reactants needed to synthesize it.